From a dataset of Reaction yield outcomes from USPTO patents with 853,638 reactions. Predict the reaction yield, written as a fraction of the theoretical maximum amount of product (1.0 means a 100% yield; for example, 0.34 means a 34% yield). (1) The reactants are [OH:1][CH2:2][CH:3]([C:13]1[C:18]([CH3:19])=CC(C)=C(C)C=1O)[C:4]1[CH:9]=[CH:8][C:7]([CH:10]([CH3:12])[CH3:11])=[CH:6][CH:5]=1.[C:23]1(P(C2C=CC=CC=2)C2C=CC=CC=2)C=CC=CC=1.CCOC(/N=N/C(OCC)=O)=O.[C:54]1([CH3:60])[CH:59]=CC=[CH:56][CH:55]=1. The yield is 0.840. The catalyst is C1COCC1. The product is [CH:10]([C:7]1[CH:8]=[CH:9][C:4]([CH:3]2[C:13]3[C:18]([CH3:19])=[CH:56][C:55]([CH3:23])=[C:54]([CH3:60])[C:59]=3[O:1][CH2:2]2)=[CH:5][CH:6]=1)([CH3:11])[CH3:12]. (2) The reactants are C(OC([N:8]1[CH2:13][CH2:12][C:11]([NH:29]C(OC(C)(C)C)=O)([C:14](=[O:28])[NH:15][CH:16]([C:21]2[CH:26]=[CH:25][C:24]([Cl:27])=[CH:23][CH:22]=2)[CH2:17][CH2:18][CH2:19][OH:20])[CH2:10][CH2:9]1)=O)(C)(C)C.Cl. The catalyst is C1COCC1.O1CCOCC1. The product is [NH2:29][C:11]1([C:14]([NH:15][CH:16]([C:21]2[CH:26]=[CH:25][C:24]([Cl:27])=[CH:23][CH:22]=2)[CH2:17][CH2:18][CH2:19][OH:20])=[O:28])[CH2:12][CH2:13][NH:8][CH2:9][CH2:10]1. The yield is 0.850.